Dataset: Full USPTO retrosynthesis dataset with 1.9M reactions from patents (1976-2016). Task: Predict the reactants needed to synthesize the given product. Given the product [O:30]1[C:26]2=[N:27][CH:28]=[CH:29][C:24]([NH:22][C:21]3[C:17]([C:15]([NH:14][C:11]4[CH:12]=[CH:13][C:8]([CH2:7][N:1]5[CH2:6][CH2:5][O:4][CH2:3][CH2:2]5)=[CH:9][CH:10]=4)=[O:16])=[N:18][NH:19][CH:20]=3)=[C:25]2[CH:32]=[CH:31]1, predict the reactants needed to synthesize it. The reactants are: [N:1]1([CH2:7][C:8]2[CH:13]=[CH:12][C:11]([NH:14][C:15]([C:17]3[C:21]([NH2:22])=[CH:20][NH:19][N:18]=3)=[O:16])=[CH:10][CH:9]=2)[CH2:6][CH2:5][O:4][CH2:3][CH2:2]1.Cl[C:24]1[CH:29]=[CH:28][N:27]=[C:26]2[O:30][CH:31]=[CH:32][C:25]=12.